This data is from Forward reaction prediction with 1.9M reactions from USPTO patents (1976-2016). The task is: Predict the product of the given reaction. (1) Given the reactants [F:1][C:2]1[C:3]2[S:21][CH:20]=[CH:19][C:4]=2[N:5](COCC[Si](C)(C)C)[C:6]=1[C:7]([O:9][CH3:10])=[O:8].CCCC[N+](CCCC)(CCCC)CCCC.[F-].C(N)CN.COC1C=CC(C=O)=CC=1, predict the reaction product. The product is: [F:1][C:2]1[C:3]2[S:21][CH:20]=[CH:19][C:4]=2[NH:5][C:6]=1[C:7]([O:9][CH3:10])=[O:8]. (2) Given the reactants [CH3:1][CH:2]1[CH:11]=[CH:10][C:9]2[C:4](=[N:5][C:6]([CH3:12])=[CH:7][CH:8]=2)[NH:3]1, predict the reaction product. The product is: [CH3:12][CH:6]1[CH2:7][CH2:8][C:9]2[C:4](=[N:3][C:2]([CH3:1])=[CH:11][CH:10]=2)[NH:5]1. (3) Given the reactants [Cl:1][C:2]1[CH:27]=[C:26]([C:28]([OH:31])([CH3:30])[CH3:29])[CH:25]=[CH:24][C:3]=1[CH2:4][N:5]1[C:13]2[C:8](=[CH:9][C:10]([CH:14]=[C:15]3[S:19][C:18](SCC)=[N:17][C:16]3=[O:23])=[CH:11][CH:12]=2)[CH:7]=[N:6]1.[CH3:32][N:33]1[CH2:38][CH2:37][NH:36][CH2:35][CH2:34]1, predict the reaction product. The product is: [Cl:1][C:2]1[CH:27]=[C:26]([C:28]([OH:31])([CH3:29])[CH3:30])[CH:25]=[CH:24][C:3]=1[CH2:4][N:5]1[C:13]2[C:8](=[CH:9][C:10]([CH:14]=[C:15]3[S:19][C:18]([N:36]4[CH2:37][CH2:38][N:33]([CH3:32])[CH2:34][CH2:35]4)=[N:17][C:16]3=[O:23])=[CH:11][CH:12]=2)[CH:7]=[N:6]1. (4) Given the reactants C(O[C:6]([C:8]1[C:9]([OH:20])=[C:10]2[C:18]([CH3:19])=[N:17][S:16][C:11]2=[C:12]([CH2:14][CH3:15])[N:13]=1)=[O:7])CCC.[NH2:21][CH2:22][C:23]([OH:25])=[O:24], predict the reaction product. The product is: [CH2:14]([C:12]1[N:13]=[C:8]([C:6]([NH:21][CH2:22][C:23]([OH:25])=[O:24])=[O:7])[C:9]([OH:20])=[C:10]2[C:18]([CH3:19])=[N:17][S:16][C:11]=12)[CH3:15]. (5) Given the reactants [F:1][C:2]1[CH:7]=[CH:6][C:5]([NH:8][C:9]([NH:11][C:12]([NH:14][CH2:15][C:16]2[CH:21]=[CH:20][C:19]([C:22]3[N:26]=[CH:25][N:24]([C:27]4[CH:32]=[CH:31][C:30]([O:33][C:34]([F:37])([F:36])[F:35])=[CH:29][CH:28]=4)[N:23]=3)=[CH:18][CH:17]=2)=[O:13])=[S:10])=[C:4]([CH:38]([CH3:40])[CH3:39])[CH:3]=1.[C:41]([O-])(=[O:43])[CH3:42].[Na+].BrCC(OC)=O.C(#N)C, predict the reaction product. The product is: [F:1][C:2]1[CH:7]=[CH:6][C:5]([N:8]2[C:41](=[O:43])[CH2:42][S:10]/[C:9]/2=[N:11]\[C:12]([NH:14][CH2:15][C:16]2[CH:21]=[CH:20][C:19]([C:22]3[N:26]=[CH:25][N:24]([C:27]4[CH:32]=[CH:31][C:30]([O:33][C:34]([F:37])([F:35])[F:36])=[CH:29][CH:28]=4)[N:23]=3)=[CH:18][CH:17]=2)=[O:13])=[C:4]([CH:38]([CH3:40])[CH3:39])[CH:3]=1. (6) Given the reactants C[O:2][C:3](=[O:46])[C:4]1[CH:9]=[CH:8][C:7]([CH2:10][O:11][C:12]2[CH:17]=[CH:16][C:15]([CH2:18][C@H:19]([NH:33][C:34]([CH:36]3[CH2:41][CH2:40][CH:39]([C:42]([CH3:45])([CH3:44])[CH3:43])[CH2:38][CH2:37]3)=[O:35])[C:20]3[NH:21][CH:22]=[C:23]([C:25]4[CH:30]=[CH:29][C:28]([Cl:31])=[CH:27][C:26]=4[Cl:32])[N:24]=3)=[CH:14][CH:13]=2)=[CH:6][CH:5]=1.Br[CH2:48][CH2:49][CH:50]([CH3:52])[CH3:51], predict the reaction product. The product is: [C:42]([CH:39]1[CH2:40][CH2:41][CH:36]([C:34]([NH:33][C@H:19]([C:20]2[N:21]([CH2:48][CH2:49][CH:50]([CH3:52])[CH3:51])[CH:22]=[C:23]([C:25]3[CH:30]=[CH:29][C:28]([Cl:31])=[CH:27][C:26]=3[Cl:32])[N:24]=2)[CH2:18][C:15]2[CH:16]=[CH:17][C:12]([O:11][CH2:10][C:7]3[CH:8]=[CH:9][C:4]([C:3]([OH:2])=[O:46])=[CH:5][CH:6]=3)=[CH:13][CH:14]=2)=[O:35])[CH2:37][CH2:38]1)([CH3:43])([CH3:44])[CH3:45]. (7) Given the reactants [Cl:1][C:2]1[N:11]=[C:10]([N:12]2[CH2:16][CH2:15][C@@H:14]([NH2:17])[CH2:13]2)[C:9]2[C:4](=[CH:5][C:6]([CH3:18])=[CH:7][CH:8]=2)[N:3]=1.CCN(CC)CC.Cl[C:27]([O:29][CH2:30][CH:31]([CH3:33])[CH3:32])=[O:28], predict the reaction product. The product is: [Cl:1][C:2]1[N:11]=[C:10]([N:12]2[CH2:16][CH2:15][C@@H:14]([NH:17][C:27](=[O:28])[O:29][CH2:30][CH:31]([CH3:33])[CH3:32])[CH2:13]2)[C:9]2[C:4](=[CH:5][C:6]([CH3:18])=[CH:7][CH:8]=2)[N:3]=1.